Dataset: NCI-60 drug combinations with 297,098 pairs across 59 cell lines. Task: Regression. Given two drug SMILES strings and cell line genomic features, predict the synergy score measuring deviation from expected non-interaction effect. (1) Drug 1: C1C(C(OC1N2C=NC3=C(N=C(N=C32)Cl)N)CO)O. Synergy scores: CSS=49.6, Synergy_ZIP=-1.36, Synergy_Bliss=-0.0577, Synergy_Loewe=-11.4, Synergy_HSA=-0.765. Drug 2: B(C(CC(C)C)NC(=O)C(CC1=CC=CC=C1)NC(=O)C2=NC=CN=C2)(O)O. Cell line: 786-0. (2) Drug 1: CC(C1=C(C=CC(=C1Cl)F)Cl)OC2=C(N=CC(=C2)C3=CN(N=C3)C4CCNCC4)N. Drug 2: CN(C(=O)NC(C=O)C(C(C(CO)O)O)O)N=O. Cell line: MCF7. Synergy scores: CSS=3.09, Synergy_ZIP=-2.48, Synergy_Bliss=-1.69, Synergy_Loewe=-12.8, Synergy_HSA=-2.64. (3) Drug 1: CN1CCC(CC1)COC2=C(C=C3C(=C2)N=CN=C3NC4=C(C=C(C=C4)Br)F)OC. Drug 2: C1CN(CCN1C(=O)CCBr)C(=O)CCBr. Cell line: UACC62. Synergy scores: CSS=30.1, Synergy_ZIP=-7.84, Synergy_Bliss=1.86, Synergy_Loewe=2.76, Synergy_HSA=3.72. (4) Cell line: SF-295. Drug 2: CC1OCC2C(O1)C(C(C(O2)OC3C4COC(=O)C4C(C5=CC6=C(C=C35)OCO6)C7=CC(=C(C(=C7)OC)O)OC)O)O. Drug 1: COC1=C(C=C2C(=C1)N=CN=C2NC3=CC(=C(C=C3)F)Cl)OCCCN4CCOCC4. Synergy scores: CSS=48.2, Synergy_ZIP=4.66, Synergy_Bliss=5.50, Synergy_Loewe=-8.47, Synergy_HSA=8.21. (5) Drug 1: CCC1=C2CN3C(=CC4=C(C3=O)COC(=O)C4(CC)O)C2=NC5=C1C=C(C=C5)O. Drug 2: CNC(=O)C1=NC=CC(=C1)OC2=CC=C(C=C2)NC(=O)NC3=CC(=C(C=C3)Cl)C(F)(F)F. Cell line: KM12. Synergy scores: CSS=25.0, Synergy_ZIP=-4.88, Synergy_Bliss=4.66, Synergy_Loewe=-48.9, Synergy_HSA=4.11.